This data is from Reaction yield outcomes from USPTO patents with 853,638 reactions. The task is: Predict the reaction yield, written as a fraction of the theoretical maximum amount of product (1.0 means a 100% yield; for example, 0.34 means a 34% yield). (1) The reactants are [CH3:1][C:2]1[C:3]([N+:21]([O-])=O)=[C:4]2[C:9](=[CH:10][CH:11]=1)[C:8]([NH:12][C:13]1[CH:20]=[CH:19][C:16]([C:17]#[N:18])=[CH:15][CH:14]=1)=[N:7][CH:6]=[CH:5]2.O.O.[Sn](Cl)Cl.C([O-])([O-])=O.[Na+].[Na+]. The catalyst is CCO. The product is [NH2:21][C:3]1[C:2]([CH3:1])=[CH:11][CH:10]=[C:9]2[C:4]=1[CH:5]=[CH:6][N:7]=[C:8]2[NH:12][C:13]1[CH:20]=[CH:19][C:16]([C:17]#[N:18])=[CH:15][CH:14]=1. The yield is 0.680. (2) The reactants are [CH2:1]([N:8]([CH3:19])[CH:9]1[CH2:18][CH2:17][C:12]2(OCC[O:13]2)[CH2:11][CH2:10]1)[C:2]1[CH:7]=[CH:6][CH:5]=[CH:4][CH:3]=1.Cl. The catalyst is CO. The product is [CH2:1]([N:8]([CH3:19])[CH:9]1[CH2:18][CH2:17][C:12](=[O:13])[CH2:11][CH2:10]1)[C:2]1[CH:7]=[CH:6][CH:5]=[CH:4][CH:3]=1. The yield is 0.740.